From a dataset of Catalyst prediction with 721,799 reactions and 888 catalyst types from USPTO. Predict which catalyst facilitates the given reaction. (1) The catalyst class is: 128. Product: [CH:17]1([NH:16][C:14](=[O:15])[C:13]2[CH:20]=[CH:21][C:22]([CH3:23])=[C:11]([N:6]3[CH:5]=[N:4][C:3]4[C:7]3=[N:8][CH:9]=[N:10][C:2]=4[C:29]3[CH:34]=[CH:33][CH:32]=[CH:31][N:30]=3)[CH:12]=2)[CH2:19][CH2:18]1. Reactant: Cl[C:2]1[N:10]=[CH:9][N:8]=[C:7]2[C:3]=1[N:4]=[CH:5][N:6]2[C:11]1[CH:12]=[C:13]([CH:20]=[CH:21][C:22]=1[CH3:23])[C:14]([NH:16][CH:17]1[CH2:19][CH2:18]1)=[O:15].C([Sn](CCCC)(CCCC)[C:29]1[CH:34]=[CH:33][CH:32]=[CH:31][N:30]=1)CCC. (2) Reactant: [CH3:1][S:2]([O:5][C:6]1[CH:11]=[CH:10][CH:9]=[C:8]([CH:12]2[CH2:17][CH2:16][NH:15][CH2:14][CH2:13]2)[C:7]=1[F:18])(=[O:4])=[O:3].C(=O)([O-])[O-].[K+].[K+].[CH2:25](Br)[CH:26]=[CH2:27]. Product: [CH3:1][S:2]([O:5][C:6]1[CH:11]=[CH:10][CH:9]=[C:8]([CH:12]2[CH2:13][CH2:14][N:15]([CH2:27][CH:26]=[CH2:25])[CH2:16][CH2:17]2)[C:7]=1[F:18])(=[O:3])=[O:4]. The catalyst class is: 10. (3) Reactant: [OH:1]O.[Cl:3][C:4]1[CH:5]=[C:6]([C:11]2([C:34]([F:37])([F:36])[F:35])[O:15][N:14]=[C:13]([C:16]3[C:25]4[C:20](=[CH:21][CH:22]=[CH:23][CH:24]=4)[C:19]([C:26]([NH:28][CH2:29][CH2:30][S:31]([CH3:33])=[O:32])=[O:27])=[CH:18][CH:17]=3)[CH2:12]2)[CH:7]=[C:8]([Cl:10])[CH:9]=1.[OH-].[Na+]. Product: [Cl:10][C:8]1[CH:7]=[C:6]([C:11]2([C:34]([F:36])([F:35])[F:37])[O:15][N:14]=[C:13]([C:16]3[C:25]4[C:20](=[CH:21][CH:22]=[CH:23][CH:24]=4)[C:19]([C:26]([NH:28][CH2:29][CH2:30][S:31]([CH3:33])(=[O:1])=[O:32])=[O:27])=[CH:18][CH:17]=3)[CH2:12]2)[CH:5]=[C:4]([Cl:3])[CH:9]=1. The catalyst class is: 86. (4) Reactant: Br[CH2:2][C:3]1[CH:12]=[C:11]([O:13]C(=O)C)[C:6]([C:7]([O:9][CH3:10])=[O:8])=[C:5]([O:17]C(=O)C)[CH:4]=1.[N-:21]=[N+]=[N-].[Na+].[Cl:25]CCl. Product: [ClH:25].[NH2:21][CH2:2][C:3]1[CH:12]=[C:11]([OH:13])[C:6]([C:7]([O:9][CH3:10])=[O:8])=[C:5]([OH:17])[CH:4]=1. The catalyst class is: 737. (5) Reactant: [CH3:1][C:2]([O:4][C@@H:5]1[CH2:6][O:7][C:8](/[C:10]/1=[CH:11]/[CH2:12][C@H:13]1[C@:19]2([CH3:31])[CH2:20][CH2:21][C@H:22]3[O:27]C(C)(C)[O:25][CH2:24][C@@:23]3([CH3:30])[C@H:18]2[CH2:17][CH2:16][C:14]1=[CH2:15])=[O:9])=[O:3].C(O)(=O)C. Product: [CH3:1][C:2]([O:4][CH:5]1[CH2:6][O:7][C:8](/[C:10]/1=[CH:11]\[CH2:12][CH:13]1[C:19]2([CH3:31])[CH2:20][CH2:21][CH:22]([OH:27])[C:23]([CH2:24][OH:25])([CH3:30])[CH:18]2[CH2:17][CH2:16][C:14]1=[CH2:15])=[O:9])=[O:3]. The catalyst class is: 4. (6) Reactant: [Cl:1][C:2]1[CH:3]=[CH:4][C:5]2[NH:11][C:10](=O)[CH:9]([CH2:13][N:14]3[N:18]=[N:17][C:16]([CH2:19][CH2:20][C:21]([O:23][CH2:24][CH3:25])=[O:22])=[N:15]3)[CH2:8][CH:7]([C:26]3[CH:31]=[CH:30][CH:29]=[C:28]([O:32][CH3:33])[C:27]=3[O:34][CH3:35])[C:6]=2[CH:36]=1.COC1C=CC(P2(SP(C3C=CC(OC)=CC=3)(=S)S2)=[S:46])=CC=1. Product: [Cl:1][C:2]1[CH:3]=[CH:4][C:5]2[NH:11][C:10](=[S:46])[CH:9]([CH2:13][N:14]3[N:18]=[N:17][C:16]([CH2:19][CH2:20][C:21]([O:23][CH2:24][CH3:25])=[O:22])=[N:15]3)[CH2:8][CH:7]([C:26]3[CH:31]=[CH:30][CH:29]=[C:28]([O:32][CH3:33])[C:27]=3[O:34][CH3:35])[C:6]=2[CH:36]=1. The catalyst class is: 11. (7) Reactant: Cl[C:2]1[CH:3]=[C:4]([C:14]([NH:16][CH2:17][C:18]2[C:19](=[O:26])[NH:20][C:21]([CH3:25])=[CH:22][C:23]=2[CH3:24])=[O:15])[C:5]2[CH:10]=[N:9][N:8]([CH:11]([CH3:13])[CH3:12])[C:6]=2[N:7]=1.[O:27]1[CH2:32][CH2:31][CH:30]([NH2:33])[CH2:29][CH2:28]1. The catalyst class is: 14. Product: [CH3:24][C:23]1[CH:22]=[C:21]([CH3:25])[NH:20][C:19](=[O:26])[C:18]=1[CH2:17][NH:16][C:14]([C:4]1[C:5]2[CH:10]=[N:9][N:8]([CH:11]([CH3:13])[CH3:12])[C:6]=2[N:7]=[C:2]([NH:33][CH:30]2[CH2:31][CH2:32][O:27][CH2:28][CH2:29]2)[CH:3]=1)=[O:15]. (8) Reactant: Cl.[C:2]([O:6][C:7](=[O:11])[C@@H:8]([CH3:10])[NH2:9])([CH3:5])([CH3:4])[CH3:3].C(N(CC)CC)C.[Cl:19][C:20]1[CH:25]=[CH:24][C:23]([S:26](Cl)(=[O:28])=[O:27])=[CH:22][CH:21]=1. Product: [Cl:19][C:20]1[CH:25]=[CH:24][C:23]([S:26]([NH:9][C@H:8]([CH3:10])[C:7]([O:6][C:2]([CH3:5])([CH3:4])[CH3:3])=[O:11])(=[O:28])=[O:27])=[CH:22][CH:21]=1. The catalyst class is: 2. (9) Reactant: [Cl:1][CH2:2][C:3](Cl)=[O:4].[F:6][C:7]1[CH:8]=[C:9]([NH:14][C:15]2[CH:20]=[CH:19][CH:18]=[CH:17][CH:16]=2)[C:10]([NH2:13])=[CH:11][CH:12]=1.N1C=CC=CC=1. Product: [Cl:1][CH2:2][C:3]([NH:13][C:10]1[CH:11]=[CH:12][C:7]([F:6])=[CH:8][C:9]=1[NH:14][C:15]1[CH:20]=[CH:19][CH:18]=[CH:17][CH:16]=1)=[O:4]. The catalyst class is: 2.